This data is from Forward reaction prediction with 1.9M reactions from USPTO patents (1976-2016). The task is: Predict the product of the given reaction. (1) Given the reactants [Cl:1][C:2]1[CH:9]=[C:8]([O:10][CH3:11])[C:7]([OH:12])=[CH:6][C:3]=1[CH:4]=[O:5].Cl[CH2:14][CH2:15][N:16]1[CH2:21][CH2:20][O:19][CH2:18][CH2:17]1.Cl.C([O-])([O-])=O.[K+].[K+], predict the reaction product. The product is: [Cl:1][C:2]1[CH:9]=[C:8]([O:10][CH3:11])[C:7]([O:12][CH2:14][CH2:15][N:16]2[CH2:21][CH2:20][O:19][CH2:18][CH2:17]2)=[CH:6][C:3]=1[CH:4]=[O:5]. (2) Given the reactants Cl.[Cl:2][C:3]1[CH:8]=[CH:7][C:6]([NH:9][NH2:10])=[CH:5][CH:4]=1.C(N(C(C)C)CC)(C)C.[C:20]12[C:26](=[CH:27][CH:28]=[CH:29][CH:30]=1)[NH:25]C(=O)O[C:21]2=[O:22], predict the reaction product. The product is: [Cl:2][C:3]1[CH:8]=[CH:7][C:6]([NH:9][NH:10][C:21](=[O:22])[C:20]2[CH:30]=[CH:29][CH:28]=[CH:27][C:26]=2[NH2:25])=[CH:5][CH:4]=1. (3) Given the reactants Br[C:2]1[C:7]2[NH:8][C:9]3[CH:10]=[C:11]([C:15]([O:17][CH3:18])=[O:16])[CH:12]=[CH:13][C:14]=3[C:6]=2[C:5](=[O:19])[NH:4][CH:3]=1.[CH3:20][N:21]1CCCC1=O, predict the reaction product. The product is: [CH3:18][O:17][C:15]([C:11]1[CH:12]=[CH:13][C:14]2[C:6]3[C:5](=[O:19])[NH:4][CH:3]=[C:2]([C:20]#[N:21])[C:7]=3[NH:8][C:9]=2[CH:10]=1)=[O:16].